This data is from Catalyst prediction with 721,799 reactions and 888 catalyst types from USPTO. The task is: Predict which catalyst facilitates the given reaction. (1) Reactant: [CH3:1][C:2]1[CH:7]=[CH:6][CH:5]=[C:4]([C:8]#[C:9][CH:10]=[C:11]2[CH2:16][CH2:15][NH:14][CH2:13][CH2:12]2)[N:3]=1.[C:17]1([CH3:27])[CH:22]=[CH:21][C:20]([S:23](Cl)(=[O:25])=[O:24])=[CH:19][CH:18]=1. Product: [CH3:1][C:2]1[CH:7]=[CH:6][CH:5]=[C:4]([C:8]#[C:9][CH:10]=[C:11]2[CH2:12][CH2:13][N:14]([S:23]([C:20]3[CH:21]=[CH:22][C:17]([CH3:27])=[CH:18][CH:19]=3)(=[O:25])=[O:24])[CH2:15][CH2:16]2)[N:3]=1. The catalyst class is: 22. (2) Reactant: [F:8][C:7]([F:10])([F:9])[C:6](O[C:6](=[O:11])[C:7]([F:10])([F:9])[F:8])=[O:11].[CH3:14][O:15][C:16]1[CH:21]=[CH:20][CH:19]=[CH:18][C:17]=1[CH:22]1[CH2:26][CH2:25][NH:24][CH2:23]1. Product: [F:10][C:7]([F:8])([F:9])[C:6]([N:24]1[CH2:25][CH2:26][CH:22]([C:17]2[CH:18]=[CH:19][CH:20]=[CH:21][C:16]=2[O:15][CH3:14])[CH2:23]1)=[O:11]. The catalyst class is: 4.